Task: Predict the reaction yield, written as a fraction of the theoretical maximum amount of product (1.0 means a 100% yield; for example, 0.34 means a 34% yield).. Dataset: Reaction yield outcomes from USPTO patents with 853,638 reactions The reactants are [O:1]1[C:5]2[CH:6]=[CH:7][CH:8]=[CH:9][C:4]=2[C:3]([C:10](=[O:18])[CH2:11][C:12]2[CH:17]=[CH:16][CH:15]=[CH:14][CH:13]=2)=[N:2]1.[Br-:19].[Br-].[Br-].C1([N+](C)(C)C)C=CC=CC=1.C1([N+](C)(C)C)C=CC=CC=1.C1([N+](C)(C)C)C=CC=CC=1. The catalyst is C1COCC1. The product is [O:1]1[C:5]2[CH:6]=[CH:7][CH:8]=[CH:9][C:4]=2[C:3]([C:10](=[O:18])[CH:11]([Br:19])[C:12]2[CH:17]=[CH:16][CH:15]=[CH:14][CH:13]=2)=[N:2]1. The yield is 0.860.